The task is: Predict which catalyst facilitates the given reaction.. This data is from Catalyst prediction with 721,799 reactions and 888 catalyst types from USPTO. Reactant: [OH:1][CH:2]1[CH2:5][N:4]([C:6]([O:8][C:9]([CH3:12])([CH3:11])[CH3:10])=[O:7])[CH2:3]1.C(N(CC)CC)C.[C:20](OC(=O)C)(=[O:22])[CH3:21]. Product: [C:20]([O:1][CH:2]1[CH2:3][N:4]([C:6]([O:8][C:9]([CH3:12])([CH3:11])[CH3:10])=[O:7])[CH2:5]1)(=[O:22])[CH3:21]. The catalyst class is: 79.